This data is from Full USPTO retrosynthesis dataset with 1.9M reactions from patents (1976-2016). The task is: Predict the reactants needed to synthesize the given product. (1) The reactants are: [CH2:1]([O:3][C:4]1[CH:5]=[CH:6][C:7]([CH3:11])=[C:8]([OH:10])[CH:9]=1)[CH3:2].Br[C:13]1[S:14][CH:15]=[C:16]([C:18]([NH:20][C:21]2[C:22]([O:43][CH3:44])=[N:23][C:24]([NH:29][CH2:30][CH2:31][N:32]([CH:40]([CH3:42])[CH3:41])[C:33](=[O:39])[O:34][C:35]([CH3:38])([CH3:37])[CH3:36])=[N:25][C:26]=2[O:27][CH3:28])=[O:19])[N:17]=1.C(C1C=C(C=CC=1)OC1OC=C(C(OCC)=O)N=1)(C)(C)C. Given the product [CH2:1]([O:3][C:4]1[CH:5]=[CH:6][C:7]([CH3:11])=[C:8]([CH:9]=1)[O:10][C:13]1[S:14][CH:15]=[C:16]([C:18]([NH:20][C:21]2[C:22]([O:43][CH3:44])=[N:23][C:24]([NH:29][CH2:30][CH2:31][N:32]([CH:40]([CH3:41])[CH3:42])[C:33](=[O:39])[O:34][C:35]([CH3:37])([CH3:38])[CH3:36])=[N:25][C:26]=2[O:27][CH3:28])=[O:19])[N:17]=1)[CH3:2], predict the reactants needed to synthesize it. (2) Given the product [OH:26][C:25]1[O:28][CH:27]=[C:17]2[CH:18]=[C:19]3[C:24](=[C:15]([O:14][CH3:13])[C:16]=12)[CH:23]=[CH:22][CH:21]=[CH:20]3, predict the reactants needed to synthesize it. The reactants are: CN(C)CCNC.C([Li])CCC.[CH3:13][O:14][C:15]1[C:24]2[C:19](=[CH:20][CH:21]=[CH:22][CH:23]=2)[CH:18]=[CH:17][C:16]=1[CH:25]=[O:26].[C:27](=O)=[O:28].Cl. (3) Given the product [CH3:18][C:16]1[CH:17]=[C:9]([CH2:8][C@@H:3]([NH:2][C:21]([N:44]2[CH2:45][CH2:46][CH:47]([C:50]3[C:51](=[O:60])[NH:52][C:53]4[C:58]([CH:59]=3)=[CH:57][CH:56]=[CH:55][CH:54]=4)[CH2:48][CH2:49]2)=[O:22])[C:4]([O:6][CH3:7])=[O:5])[CH:10]=[C:11]2[C:15]=1[NH:14][N:13]=[CH:12]2, predict the reactants needed to synthesize it. The reactants are: Cl.[NH2:2][C@H:3]([CH2:8][C:9]1[CH:10]=[C:11]2[C:15](=[C:16]([CH3:18])[CH:17]=1)[NH:14][N:13]=[CH:12]2)[C:4]([O:6][CH3:7])=[O:5].C1C(=O)N(OC(ON2C(=O)CCC2=O)=O)[C:21](=[O:22])C1.C(N(CC)CC)C.[NH:44]1[CH2:49][CH2:48][CH:47]([C:50]2[C:51](=[O:60])[NH:52][C:53]3[C:58]([CH:59]=2)=[CH:57][CH:56]=[CH:55][CH:54]=3)[CH2:46][CH2:45]1. (4) Given the product [F:27][C:21]1[CH:22]=[C:23]([F:26])[CH:24]=[CH:25][C:20]=1[C:18]1[C:17]([F:28])=[CH:16][N:15]=[C:14]([NH:9][C:8]2[CH:10]=[CH:11][CH:12]=[C:6]([CH2:5][S:2]([CH3:1])(=[O:3])=[O:4])[CH:7]=2)[N:19]=1, predict the reactants needed to synthesize it. The reactants are: [CH3:1][S:2]([CH2:5][C:6]1[CH:7]=[C:8]([CH:10]=[CH:11][CH:12]=1)[NH2:9])(=[O:4])=[O:3].Cl[C:14]1[N:19]=[C:18]([C:20]2[CH:25]=[CH:24][C:23]([F:26])=[CH:22][C:21]=2[F:27])[C:17]([F:28])=[CH:16][N:15]=1. (5) Given the product [CH3:22][NH:21][CH:18]1[CH2:19][CH2:20][N:15]([C:13]2[CH:12]=[CH:11][NH:10][C:9](=[O:8])[CH:14]=2)[CH2:16][CH2:17]1, predict the reactants needed to synthesize it. The reactants are: C([O:8][C:9]1[CH:14]=[C:13]([N:15]2[CH2:20][CH2:19][CH:18]([N:21](C)[C:22](=O)OCC3C=CC=CC=3)[CH2:17][CH2:16]2)[CH:12]=[CH:11][N:10]=1)C1C=CC=CC=1. (6) Given the product [Br:1][C:2]1[CH:3]=[C:4]([O:9][CH2:11][CH:12]([O:16][CH2:17][CH3:18])[O:13][CH2:14][CH3:15])[CH:5]=[CH:6][C:7]=1[F:8], predict the reactants needed to synthesize it. The reactants are: [Br:1][C:2]1[CH:3]=[C:4]([OH:9])[CH:5]=[CH:6][C:7]=1[F:8].Br[CH2:11][CH:12]([O:16][CH2:17][CH3:18])[O:13][CH2:14][CH3:15].C([O-])([O-])=O.[K+].[K+]. (7) Given the product [C:25]([O:22][C@H:14]1[CH:15]=[CH:16][C@@:17]2([CH3:18])[C:12](=[CH:11][CH2:10][C@@H:9]3[C@@H:19]2[CH2:20][CH2:21][C@@:4]2([CH3:5])[C@H:6]3[CH2:7][CH2:8][C:3]32[O:2][CH2:1][CH2:24][O:23]3)[CH2:13]1)(=[O:27])[CH3:26], predict the reactants needed to synthesize it. The reactants are: [CH2:1]1[CH2:24][O:23][C:3]2([CH2:8][CH2:7][C@H:6]3[C@H:9]4[C@H:19]([CH2:20][CH2:21][C@:4]23[CH3:5])[C@:17]2([CH3:18])[C:12]([CH2:13][C@@H:14]([OH:22])[CH:15]=[CH:16]2)=[CH:11][CH2:10]4)[O:2]1.[C:25](OC(=O)C)(=[O:27])[CH3:26]. (8) The reactants are: Br[C:2]1[CH:3]=[N:4][CH:5]=[C:6]([Br:8])[CH:7]=1.C([O:12][C:13]([CH3:15])=[CH2:14])(=O)C.C1(P(C2C=CC=CC=2)C2C=CC=CC=2C2C=CC=CC=2N(C)C)C=CC=CC=1. Given the product [Br:8][C:6]1[CH:7]=[C:2]([CH2:14][C:13](=[O:12])[CH3:15])[CH:3]=[N:4][CH:5]=1, predict the reactants needed to synthesize it. (9) Given the product [Cl:8][C:5]1[N:4]=[C:3]([Cl:9])[C:2]([CH:10]([C:11]2[CH:16]=[CH:15][CH:14]=[CH:13][CH:12]=2)[OH:17])=[CH:7][N:6]=1, predict the reactants needed to synthesize it. The reactants are: Br[C:2]1[C:3]([Cl:9])=[N:4][C:5]([Cl:8])=[N:6][CH:7]=1.[CH:10](=[O:17])[C:11]1[CH:16]=[CH:15][CH:14]=[CH:13][CH:12]=1. (10) Given the product [CH2:1]([O:3][C:4](=[O:29])[CH2:5][C:6]1[CH:11]=[CH:10][C:9]2[N:12]([C:13]3[C:14]4[CH2:27][CH2:26][CH2:25][C:15]=4[N:16]=[C:17]([C:19]4[S:20][C:21]([Cl:24])=[CH:22][CH:23]=4)[N:18]=3)[CH:30]=[N:28][C:8]=2[CH:7]=1)[CH3:2], predict the reactants needed to synthesize it. The reactants are: [CH2:1]([O:3][C:4](=[O:29])[CH2:5][C:6]1[CH:11]=[CH:10][C:9]([NH:12][C:13]2[C:14]3[CH2:27][CH2:26][CH2:25][C:15]=3[N:16]=[C:17]([C:19]3[S:20][C:21]([Cl:24])=[CH:22][CH:23]=3)[N:18]=2)=[C:8]([NH2:28])[CH:7]=1)[CH3:2].[CH:30](OCC)(OCC)OCC.